This data is from Forward reaction prediction with 1.9M reactions from USPTO patents (1976-2016). The task is: Predict the product of the given reaction. The product is: [Cl:26][C:27]1[CH:32]=[CH:31][CH:30]=[CH:29][C:28]=1[C:33]1[CH:38]=[CH:37][CH:36]=[C:35]([NH:39][C:14]([C@@H:13]2[CH2:12][C@@H:11]3[C@@H:9]([CH2:10]3)[N:8]2[C:6]([O:5][C:1]([CH3:2])([CH3:3])[CH3:4])=[O:7])=[O:16])[C:34]=1[F:40]. Given the reactants [C:1]([O:5][C:6]([N:8]1[C@H:13]([C:14]([OH:16])=O)[CH2:12][C@@H:11]2[C@H:9]1[CH2:10]2)=[O:7])([CH3:4])([CH3:3])[CH3:2].ClC(N(C)C)=C(C)C.Cl.[Cl:26][C:27]1[CH:32]=[CH:31][CH:30]=[CH:29][C:28]=1[C:33]1[CH:38]=[CH:37][CH:36]=[C:35]([NH2:39])[C:34]=1[F:40].CCN(C(C)C)C(C)C, predict the reaction product.